From a dataset of Forward reaction prediction with 1.9M reactions from USPTO patents (1976-2016). Predict the product of the given reaction. (1) Given the reactants [NH:1]1[C:9]2[C:4](=[CH:5][CH:6]=[CH:7][CH:8]=2)[C:3]([CH2:10][CH2:11][CH2:12][CH2:13][N:14]2[CH2:19][CH2:18][N:17]([C:20]3[CH:25]=[CH:24][C:23]([OH:26])=[CH:22][CH:21]=3)[CH2:16][CH2:15]2)=[CH:2]1.C(=O)([O-])[O-].[Cs+].[Cs+].S(C1C=CC(C)=CC=1)(O[CH2:37][CH2:38][F:39])(=O)=O, predict the reaction product. The product is: [F:39][CH2:38][CH2:37][O:26][C:23]1[CH:24]=[CH:25][C:20]([N:17]2[CH2:18][CH2:19][N:14]([CH2:13][CH2:12][CH2:11][CH2:10][C:3]3[C:4]4[C:9](=[CH:8][CH:7]=[CH:6][CH:5]=4)[NH:1][CH:2]=3)[CH2:15][CH2:16]2)=[CH:21][CH:22]=1. (2) Given the reactants [C@@H:1]12[N:8]([C:9]3[CH:14]=[C:13]([C:15]([F:18])([F:17])[F:16])[N:12]=[C:11]([N:19]([CH3:21])[CH3:20])[N:10]=3)[CH2:7][C@@H:6]1[CH2:5][CH2:4][NH:3][CH2:2]2.CC1C=C(C)N=C(N2[C@@H]3[C@@H](CCNC3)C2)N=1.[N:38]1[N:39]([C:43]2[CH:51]=[CH:50][CH:49]=[CH:48][C:44]=2[C:45](O)=[O:46])[N:40]=[CH:41][CH:42]=1.S1C=CC=C1C1C=CC=CC=1C(O)=O, predict the reaction product. The product is: [CH3:20][N:19]([CH3:21])[C:11]1[N:10]=[C:9]([N:8]2[C@@H:1]3[C@@H:6]([CH2:5][CH2:4][N:3]([C:45]([C:44]4[CH:48]=[CH:49][CH:50]=[CH:51][C:43]=4[N:39]4[N:40]=[CH:41][CH:42]=[N:38]4)=[O:46])[CH2:2]3)[CH2:7]2)[CH:14]=[C:13]([C:15]([F:17])([F:18])[F:16])[N:12]=1. (3) Given the reactants CC(OC(/N=N/C(OC(C)C)=O)=O)C.[OH:15][C:16]1[CH:17]=[C:18]([CH:23]=[C:24]([O:26][CH2:27][C:28]2[CH:33]=[CH:32][CH:31]=[CH:30][CH:29]=2)[CH:25]=1)[C:19]([O:21][CH3:22])=[O:20].[CH3:34][CH2:35][C@H:36](O)[CH3:37].C1(P(C2C=CC=CC=2)C2C=CC=CC=2)C=CC=CC=1, predict the reaction product. The product is: [CH3:34][C@H:35]([O:15][C:16]1[CH:17]=[C:18]([CH:23]=[C:24]([O:26][CH2:27][C:28]2[CH:33]=[CH:32][CH:31]=[CH:30][CH:29]=2)[CH:25]=1)[C:19]([O:21][CH3:22])=[O:20])[CH2:36][CH3:37].